Regression. Given two drug SMILES strings and cell line genomic features, predict the synergy score measuring deviation from expected non-interaction effect. From a dataset of NCI-60 drug combinations with 297,098 pairs across 59 cell lines. Drug 1: C1CNP(=O)(OC1)N(CCCl)CCCl. Drug 2: COCCOC1=C(C=C2C(=C1)C(=NC=N2)NC3=CC=CC(=C3)C#C)OCCOC.Cl. Cell line: M14. Synergy scores: CSS=6.37, Synergy_ZIP=-1.94, Synergy_Bliss=0.221, Synergy_Loewe=-0.395, Synergy_HSA=0.457.